From a dataset of Peptide-MHC class II binding affinity with 134,281 pairs from IEDB. Regression. Given a peptide amino acid sequence and an MHC pseudo amino acid sequence, predict their binding affinity value. This is MHC class II binding data. The peptide sequence is AFKVAAIAANAAPAN. The MHC is DRB1_0401 with pseudo-sequence DRB1_0401. The binding affinity (normalized) is 0.792.